Dataset: Forward reaction prediction with 1.9M reactions from USPTO patents (1976-2016). Task: Predict the product of the given reaction. (1) Given the reactants C([O:3][C:4]([C:6]1[CH:7]=[N:8][NH:9][CH:10]=1)=[O:5])C.[I:11][C:12]1[CH:13]=[CH:14][C:15](F)=[N:16][CH:17]=1.CNC1CCCCC1NC.C(=O)([O-])[O-].[K+].[K+], predict the reaction product. The product is: [I:11][C:12]1[CH:13]=[CH:14][C:15]([N:9]2[CH:10]=[C:6]([C:4]([OH:3])=[O:5])[CH:7]=[N:8]2)=[N:16][CH:17]=1. (2) Given the reactants [CH3:1][O:2][CH2:3][CH2:4][NH:5][C:6]1[C:7]([CH3:19])=[C:8]([CH:12]=[CH:13][C:14]=1[S:15]([CH3:18])(=[O:17])=[O:16])[C:9]([OH:11])=[O:10].C=O.[BH4-].[Na+].F[C:25](F)(F)C(O)=O.OS(O)(=O)=O, predict the reaction product. The product is: [CH3:1][O:2][CH2:3][CH2:4][N:5]([CH3:25])[C:6]1[C:7]([CH3:19])=[C:8]([CH:12]=[CH:13][C:14]=1[S:15]([CH3:18])(=[O:16])=[O:17])[C:9]([OH:11])=[O:10]. (3) Given the reactants [NH:1]1[CH2:6][CH2:5][CH2:4][CH:3]([C:7]([OH:9])=[O:8])[CH2:2]1.O=S(Cl)[Cl:12].[CH2:14](O)[CH3:15], predict the reaction product. The product is: [ClH:12].[NH:1]1[CH2:6][CH2:5][CH2:4][CH:3]([C:7]([O:9][CH2:14][CH3:15])=[O:8])[CH2:2]1. (4) The product is: [CH2:1]([O:8][CH2:9][CH2:10][N:11]1[C:23]2[CH2:22][CH2:21][CH2:20][CH:19]([C:24]([Cl:33])=[O:25])[C:18]=2[C:17]2[C:12]1=[C:13]([Cl:29])[CH:14]=[CH:15][C:16]=2[O:27][CH3:28])[C:2]1[CH:3]=[CH:4][CH:5]=[CH:6][CH:7]=1. Given the reactants [CH2:1]([O:8][CH2:9][CH2:10][N:11]1[C:23]2[CH2:22][CH2:21][CH2:20][CH:19]([C:24](O)=[O:25])[C:18]=2[C:17]2[C:12]1=[C:13]([Cl:29])[CH:14]=[CH:15][C:16]=2[O:27][CH3:28])[C:2]1[CH:7]=[CH:6][CH:5]=[CH:4][CH:3]=1.C(Cl)(=O)C([Cl:33])=O, predict the reaction product. (5) Given the reactants [C:1]1([CH:7]([C:13]2[CH:18]=[CH:17][CH:16]=[CH:15][CH:14]=2)[C:8](OCC)=O)[CH:6]=[CH:5][CH:4]=[CH:3][CH:2]=1.[C:19]([C:22]1[CH:27]=[CH:26][C:25]([NH:28][C:29](=[S:32])[NH:30][NH2:31])=[CH:24][CH:23]=1)([OH:21])=[O:20].C[O-].[Na+], predict the reaction product. The product is: [C:19]([C:22]1[CH:23]=[CH:24][C:25]([N:28]2[C:8]([CH:7]([C:1]3[CH:2]=[CH:3][CH:4]=[CH:5][CH:6]=3)[C:13]3[CH:14]=[CH:15][CH:16]=[CH:17][CH:18]=3)=[N:31][NH:30][C:29]2=[S:32])=[CH:26][CH:27]=1)([OH:21])=[O:20]. (6) The product is: [C:1]([C:3]1[CH:8]=[CH:7][C:6]([CH2:9][CH2:10][C:11]2[N:20]=[CH:19][C:18]3[C:13](=[CH:14][C:15]([C:21]([OH:23])=[O:22])=[CH:16][CH:17]=3)[N:12]=2)=[CH:5][CH:4]=1)#[N:2]. Given the reactants [C:1]([C:3]1[CH:8]=[CH:7][C:6]([CH2:9][CH2:10][C:11]2[N:20]=[CH:19][C:18]3[C:13](=[CH:14][C:15]([C:21]([O:23]C)=[O:22])=[CH:16][CH:17]=3)[N:12]=2)=[CH:5][CH:4]=1)#[N:2].Cl, predict the reaction product. (7) Given the reactants [OH:1][CH2:2][CH2:3][NH:4][C:5]1[CH:6]=[C:7]2[C:12](=[CH:13][C:14]=1[C:15]([F:18])([F:17])[F:16])[NH:11][C:10](=[O:19])[N:9]([NH:20][S:21]([CH3:24])(=[O:23])=[O:22])[C:8]2=[O:25].C=O.[C:28](O)(=O)C.O1CCCC1, predict the reaction product. The product is: [OH:1][CH2:2][CH2:3][N:4]([CH3:28])[C:5]1[CH:6]=[C:7]2[C:12](=[CH:13][C:14]=1[C:15]([F:18])([F:16])[F:17])[NH:11][C:10](=[O:19])[N:9]([NH:20][S:21]([CH3:24])(=[O:22])=[O:23])[C:8]2=[O:25]. (8) Given the reactants C(OC1N=NC(C#CC2C=CC=CC=2)=CC=1OCC1C=CC=CC=1)C1C=CC=CC=1.[CH2:31]([O:38][C:39]1[N:40]=[N:41][C:42](Cl)=[CH:43][C:44]=1[O:45][CH2:46][C:47]1[CH:52]=[CH:51][CH:50]=[CH:49][CH:48]=1)[C:32]1[CH:37]=[CH:36][CH:35]=[CH:34][CH:33]=1.[C:54]([C:56]1[CH:61]=[CH:60][C:59]([F:62])=[CH:58][C:57]=1[F:63])#[CH:55], predict the reaction product. The product is: [CH2:31]([O:38][C:39]1[N:40]=[N:41][C:42]([C:55]#[C:54][C:56]2[CH:61]=[CH:60][C:59]([F:62])=[CH:58][C:57]=2[F:63])=[CH:43][C:44]=1[O:45][CH2:46][C:47]1[CH:52]=[CH:51][CH:50]=[CH:49][CH:48]=1)[C:32]1[CH:37]=[CH:36][CH:35]=[CH:34][CH:33]=1. (9) Given the reactants [C:1]([OH:10])(=[O:9])[C:2]1[C:3](=[CH:5][CH:6]=[CH:7][CH:8]=1)[NH2:4].[CH3:11][C:12](OC(C)=O)=[O:13], predict the reaction product. The product is: [C:12]([NH:4][C:3]1[CH:5]=[CH:6][CH:7]=[CH:8][C:2]=1[C:1]([OH:10])=[O:9])(=[O:13])[CH3:11].